Dataset: hERG potassium channel inhibition data for cardiac toxicity prediction from Karim et al.. Task: Regression/Classification. Given a drug SMILES string, predict its toxicity properties. Task type varies by dataset: regression for continuous values (e.g., LD50, hERG inhibition percentage) or binary classification for toxic/non-toxic outcomes (e.g., AMES mutagenicity, cardiotoxicity, hepatotoxicity). Dataset: herg_karim. The drug is O=C(NCC(=O)N1CC[C@H](N[C@H]2CC[C@@](O)(c3ccccn3)CC2)C1)c1cccc(C(F)(F)F)c1. The result is 0 (non-blocker).